This data is from NCI-60 drug combinations with 297,098 pairs across 59 cell lines. The task is: Regression. Given two drug SMILES strings and cell line genomic features, predict the synergy score measuring deviation from expected non-interaction effect. (1) Drug 1: CC1=C(C=C(C=C1)NC2=NC=CC(=N2)N(C)C3=CC4=NN(C(=C4C=C3)C)C)S(=O)(=O)N.Cl. Drug 2: COC1=C(C=C2C(=C1)N=CN=C2NC3=CC(=C(C=C3)F)Cl)OCCCN4CCOCC4. Cell line: UACC-257. Synergy scores: CSS=44.8, Synergy_ZIP=17.7, Synergy_Bliss=19.0, Synergy_Loewe=13.5, Synergy_HSA=18.6. (2) Drug 1: CN1C2=C(C=C(C=C2)N(CCCl)CCCl)N=C1CCCC(=O)O.Cl. Drug 2: C1C(C(OC1N2C=NC3=C2NC=NCC3O)CO)O. Cell line: NCI-H460. Synergy scores: CSS=0.0625, Synergy_ZIP=-1.65, Synergy_Bliss=-3.57, Synergy_Loewe=-2.91, Synergy_HSA=-3.87. (3) Drug 1: C1=CC(=CC=C1CCC2=CNC3=C2C(=O)NC(=N3)N)C(=O)NC(CCC(=O)O)C(=O)O. Drug 2: CN1C2=C(C=C(C=C2)N(CCCl)CCCl)N=C1CCCC(=O)O.Cl. Cell line: SW-620. Synergy scores: CSS=35.8, Synergy_ZIP=4.70, Synergy_Bliss=6.72, Synergy_Loewe=0.799, Synergy_HSA=5.67. (4) Drug 1: C1=C(C(=O)NC(=O)N1)N(CCCl)CCCl. Drug 2: C1=CC(=CC=C1CCCC(=O)O)N(CCCl)CCCl. Cell line: NCI-H522. Synergy scores: CSS=20.9, Synergy_ZIP=-13.9, Synergy_Bliss=-10.9, Synergy_Loewe=-2.95, Synergy_HSA=-1.58. (5) Drug 1: C1=C(C(=O)NC(=O)N1)F. Drug 2: C1=NC(=NC(=O)N1C2C(C(C(O2)CO)O)O)N. Cell line: T-47D. Synergy scores: CSS=26.7, Synergy_ZIP=-2.84, Synergy_Bliss=-7.99, Synergy_Loewe=-9.95, Synergy_HSA=-9.65. (6) Drug 2: CC=C1C(=O)NC(C(=O)OC2CC(=O)NC(C(=O)NC(CSSCCC=C2)C(=O)N1)C(C)C)C(C)C. Cell line: DU-145. Synergy scores: CSS=44.2, Synergy_ZIP=2.31, Synergy_Bliss=1.56, Synergy_Loewe=-63.0, Synergy_HSA=-2.94. Drug 1: CC1=C(C(CCC1)(C)C)C=CC(=CC=CC(=CC(=O)O)C)C.